This data is from Peptide-MHC class II binding affinity with 134,281 pairs from IEDB. The task is: Regression. Given a peptide amino acid sequence and an MHC pseudo amino acid sequence, predict their binding affinity value. This is MHC class II binding data. (1) The peptide sequence is VKGDPVGILYAVFKA. The MHC is HLA-DPA10201-DPB11401 with pseudo-sequence HLA-DPA10201-DPB11401. The binding affinity (normalized) is 0.248. (2) The peptide sequence is SQRLELSWNLNGLQAY. The MHC is DRB1_0802 with pseudo-sequence DRB1_0802. The binding affinity (normalized) is 0.399. (3) The peptide sequence is VDGMAWFTPVGLAVD. The MHC is HLA-DPA10201-DPB10101 with pseudo-sequence HLA-DPA10201-DPB10101. The binding affinity (normalized) is 0.465. (4) The MHC is DRB1_0801 with pseudo-sequence DRB1_0801. The peptide sequence is FEALGFLNEDHWASR. The binding affinity (normalized) is 0.282. (5) The peptide sequence is NHIPGYKVQTNGPWM. The MHC is HLA-DQA10501-DQB10302 with pseudo-sequence HLA-DQA10501-DQB10302. The binding affinity (normalized) is 0.298. (6) The peptide sequence is HFNMLKNKMQSSFFM. The MHC is DRB1_0401 with pseudo-sequence DRB1_0401. The binding affinity (normalized) is 0.733.